From a dataset of Forward reaction prediction with 1.9M reactions from USPTO patents (1976-2016). Predict the product of the given reaction. (1) Given the reactants [NH2:1][C:2]1[CH:10]=[CH:9][C:5]([C:6]([OH:8])=O)=[CH:4][C:3]=1[CH3:11].[C:12]([NH:16][C:17](=[O:31])[C:18]1[CH:23]=[CH:22][CH:21]=[C:20]([CH2:24][N:25]2[CH2:30][CH2:29][NH:28][CH2:27][CH2:26]2)[CH:19]=1)([CH3:15])([CH3:14])[CH3:13].C(N(CC)CC)C.CCCP1(OP(CCC)(=O)OP(CCC)(=O)O1)=O, predict the reaction product. The product is: [NH2:1][C:2]1[CH:10]=[CH:9][C:5]([C:6]([N:28]2[CH2:27][CH2:26][N:25]([CH2:24][C:20]3[CH:19]=[C:18]([CH:23]=[CH:22][CH:21]=3)[C:17]([NH:16][C:12]([CH3:14])([CH3:15])[CH3:13])=[O:31])[CH2:30][CH2:29]2)=[O:8])=[CH:4][C:3]=1[CH3:11]. (2) Given the reactants [CH:1]([C:4]1[CH:9]=[CH:8][C:7]([C:10]2[O:11][C:12]([CH3:26])=[C:13]([CH2:15][O:16][C:17]3[CH:24]=[CH:23][C:20]([CH:21]=O)=[C:19](C)[CH:18]=3)[N:14]=2)=[CH:6][CH:5]=1)([CH3:3])[CH3:2].[Cl-].[CH2:28]([O:30][CH:31]([P+](C1C=CC=CC=1)(C1C=CC=CC=1)C1C=CC=CC=1)[C:32]([O:34][CH2:35][CH3:36])=[O:33])[CH3:29].[CH2:56]1CCN2C(=NCCC2)CC1, predict the reaction product. The product is: [CH2:35]([O:34][C:32](=[O:33])/[C:31](/[O:30][CH2:28][CH3:29])=[CH:21]/[C:20]1[CH:23]=[CH:24][C:17]([O:16][CH2:15][C:13]2[N:14]=[C:10]([C:7]3[CH:6]=[CH:5][C:4]([CH:1]([CH3:2])[CH3:3])=[CH:9][CH:8]=3)[O:11][C:12]=2[CH3:26])=[CH:18][C:19]=1[CH3:56])[CH3:36]. (3) Given the reactants [C:1]1([C:7]2[C:8]([C:16]3[CH:23]=[CH:22][C:19]([CH:20]=[O:21])=[CH:18][CH:17]=3)=[N:9][C:10]3[N:11]([CH:13]=[CH:14][N:15]=3)[CH:12]=2)[CH:6]=[CH:5][CH:4]=[CH:3][CH:2]=1.C1C(=O)N([Br:31])C(=O)C1, predict the reaction product. The product is: [Br:31][C:13]1[N:11]2[CH:12]=[C:7]([C:1]3[CH:6]=[CH:5][CH:4]=[CH:3][CH:2]=3)[C:8]([C:16]3[CH:17]=[CH:18][C:19]([CH:20]=[O:21])=[CH:22][CH:23]=3)=[N:9][C:10]2=[N:15][CH:14]=1. (4) Given the reactants [F:1][C:2]1[CH:3]=[CH:4][C:5]([C:8]([OH:10])=O)=[N:6][CH:7]=1.[Cl-].COC1N=C(OC)N=C([N+]2(C)CCOCC2)N=1.[NH2:29][C:30]1[CH:31]=[CH:32][C:33]([F:47])=[C:34]([C@:36]2([CH3:46])[CH2:41][N:40]3[CH:42]=[CH:43][N:44]=[C:39]3[C:38]([NH2:45])=[N:37]2)[CH:35]=1.C([O-])([O-])=O.[Na+].[Na+], predict the reaction product. The product is: [NH2:45][C:38]1[C:39]2[N:40]([CH:42]=[CH:43][N:44]=2)[CH2:41][C@:36]([C:34]2[CH:35]=[C:30]([NH:29][C:8]([C:5]3[CH:4]=[CH:3][C:2]([F:1])=[CH:7][N:6]=3)=[O:10])[CH:31]=[CH:32][C:33]=2[F:47])([CH3:46])[N:37]=1. (5) The product is: [F:36][C:34]1[CH:33]=[CH:32][C:31]([S:37]([CH3:40])(=[O:39])=[O:38])=[C:30]([C:28]2[N:27]=[C:26]([N:41]3[CH2:46][CH2:45][O:44][CH2:43][C@@H:42]3[CH3:47])[N:25]=[C:24]([C:58]3[CH:57]=[CH:56][C:55]([NH:54][C:52]([NH:51][CH2:50][CH2:49][F:48])=[O:53])=[CH:60][CH:59]=3)[CH:29]=2)[CH:35]=1. Given the reactants FC1C=C(C2N=C(SC)N=C(N3CCOC[C@@H]3C)C=2)C=NC=1.Cl[C:24]1[CH:29]=[C:28]([C:30]2[CH:35]=[C:34]([F:36])[CH:33]=[CH:32][C:31]=2[S:37]([CH3:40])(=[O:39])=[O:38])[N:27]=[C:26]([N:41]2[CH2:46][CH2:45][O:44][CH2:43][C@@H:42]2[CH3:47])[N:25]=1.[F:48][CH2:49][CH2:50][NH:51][C:52]([NH:54][C:55]1[CH:60]=[CH:59][C:58](B2OC(C)(C)C(C)(C)O2)=[CH:57][CH:56]=1)=[O:53], predict the reaction product. (6) Given the reactants [CH3:1][O:2][C:3]([C@H:5]1[CH2:7][C@H:6]1[C:8]([OH:10])=[O:9])=[O:4].CN(C1C=CC=CN=1)C.C(OC(O[C:23]([CH3:26])([CH3:25])[CH3:24])=O)(O[C:23]([CH3:26])([CH3:25])[CH3:24])=O, predict the reaction product. The product is: [CH3:1][O:2][C:3]([C@H:5]1[CH2:7][C@H:6]1[C:8]([O:10][C:23]([CH3:26])([CH3:25])[CH3:24])=[O:9])=[O:4].